From a dataset of Reaction yield outcomes from USPTO patents with 853,638 reactions. Predict the reaction yield, written as a fraction of the theoretical maximum amount of product (1.0 means a 100% yield; for example, 0.34 means a 34% yield). The reactants are [F:1][C:2]1[CH:3]=[C:4]([CH:6]=[CH:7][C:8]=1[F:9])[NH2:5].[CH:10]1[CH:15]=[CH:14][C:13]([O:16][C:17](OC2C=CC=CC=2)=[N:18][C:19]#[N:20])=[CH:12][CH:11]=1. The catalyst is C(O)(C)C. The product is [C:19](/[N:18]=[C:17](\[O:16][C:13]1[CH:14]=[CH:15][CH:10]=[CH:11][CH:12]=1)/[NH:5][C:4]1[CH:6]=[CH:7][C:8]([F:9])=[C:2]([F:1])[CH:3]=1)#[N:20]. The yield is 0.860.